Dataset: Reaction yield outcomes from USPTO patents with 853,638 reactions. Task: Predict the reaction yield, written as a fraction of the theoretical maximum amount of product (1.0 means a 100% yield; for example, 0.34 means a 34% yield). (1) The reactants are [CH3:1][O:2][C:3](=[O:21])[C:4]1[CH:9]=[C:8]([C:10](=[O:12])[CH3:11])[CH:7]=[CH:6][C:5]=1[O:13][CH2:14][C:15]1[CH:20]=[CH:19][CH:18]=[CH:17][CH:16]=1.[Br:22]Br.C(OCC)C. The catalyst is C(Cl)(Cl)Cl.C1(C)C=CC=CC=1. The product is [CH3:1][O:2][C:3](=[O:21])[C:4]1[CH:9]=[C:8]([C:10](=[O:12])[CH2:11][Br:22])[CH:7]=[CH:6][C:5]=1[O:13][CH2:14][C:15]1[CH:16]=[CH:17][CH:18]=[CH:19][CH:20]=1. The yield is 0.550. (2) The reactants are [CH:1]1([C:6]2[CH:7]=[C:8]([CH:12]=[CH:13][C:14]=2[O:15][CH3:16])[C:9]([OH:11])=O)[CH2:5][CH2:4][CH2:3][CH2:2]1.[C:17](Cl)(=O)[C:18](Cl)=O.[CH2:23]([C:30]1(C)[CH:34](C)[CH:33]=[CH:32][S:31]1)[C:24]1[CH:29]=[CH:28][CH:27]=[CH:26][CH:25]=1. The catalyst is CN(C)C=O. The product is [CH2:23]([C:30]1[S:31][C:17]([CH3:18])=[C:33]([CH3:32])[C:34]=1[C:9]([C:8]1[CH:12]=[CH:13][C:14]([O:15][CH3:16])=[C:6]([CH:1]2[CH2:2][CH2:3][CH2:4][CH2:5]2)[CH:7]=1)=[O:11])[C:24]1[CH:29]=[CH:28][CH:27]=[CH:26][CH:25]=1. The yield is 0.520. (3) The reactants are COC1C=C(C=CC=1OC)C[NH:7][C:8]1[N:29]=[CH:28][C:11]2[C:12]3[N:16]([CH2:17][CH2:18][O:19][C:10]=2[CH:9]=1)[CH:15]=[C:14]([C:20]1[N:21]([CH:25]([CH3:27])[CH3:26])[N:22]=[CH:23][N:24]=1)[N:13]=3.C(O)(C(F)(F)F)=O. No catalyst specified. The product is [CH:25]([N:21]1[C:20]([C:14]2[N:13]=[C:12]3[C:11]4[CH:28]=[N:29][C:8]([NH2:7])=[CH:9][C:10]=4[O:19][CH2:18][CH2:17][N:16]3[CH:15]=2)=[N:24][CH:23]=[N:22]1)([CH3:27])[CH3:26]. The yield is 0.550. (4) The reactants are [CH3:1][C:2]1[CH:7]=[CH:6][CH:5]=[C:4]([CH3:8])[C:3]=1[OH:9].[CH2:10]([O:12][C:13](=[O:20])[C:14]([C:16]([F:19])([F:18])[F:17])=[O:15])[CH3:11]. The catalyst is C(Cl)(Cl)(Cl)Cl.C(N(CC)CC)C. The product is [CH2:10]([O:12][C:13](=[O:20])[C:14]([OH:15])([C:6]1[CH:5]=[C:4]([CH3:8])[C:3]([OH:9])=[C:2]([CH3:1])[CH:7]=1)[C:16]([F:17])([F:18])[F:19])[CH3:11]. The yield is 0.840.